Dataset: Forward reaction prediction with 1.9M reactions from USPTO patents (1976-2016). Task: Predict the product of the given reaction. (1) Given the reactants [C:1]1([S:7]([N:10]2[C:18]3[C:13](=[CH:14][C:15](Br)=[CH:16][C:17]=3[F:19])[CH:12]=[C:11]2[CH3:21])(=[O:9])=[O:8])[CH:6]=[CH:5][CH:4]=[CH:3][CH:2]=1.[C:22]([Cu])#[N:23], predict the reaction product. The product is: [C:1]1([S:7]([N:10]2[C:18]3[C:13](=[CH:14][C:15]([C:22]#[N:23])=[CH:16][C:17]=3[F:19])[CH:12]=[C:11]2[CH3:21])(=[O:9])=[O:8])[CH:6]=[CH:5][CH:4]=[CH:3][CH:2]=1. (2) Given the reactants Br[C:2]1[CH:3]=[N:4][C:5]([Cl:8])=[N:6][CH:7]=1.[Br-].[CH:10]1([Zn+])[CH2:13][CH2:12][CH2:11]1, predict the reaction product. The product is: [Cl:8][C:5]1[N:4]=[CH:3][C:2]([CH:10]2[CH2:13][CH2:12][CH2:11]2)=[CH:7][N:6]=1. (3) Given the reactants [CH3:1][C:2]1[CH:3]=[CH:4][C:5]([NH2:8])=[CH:6][CH:7]=1.[F:9][C:10]([F:28])([F:27])[C:11]([N:13]1[CH2:22][CH2:21][C:20]2[C:15](=[CH:16][C:17]([S:23](Cl)(=[O:25])=[O:24])=[CH:18][CH:19]=2)[CH2:14]1)=[O:12], predict the reaction product. The product is: [C:2]1([CH3:1])[CH:7]=[CH:6][C:5]([NH:8][S:23]([C:17]2[CH:16]=[C:15]3[C:20]([CH2:21][CH2:22][N:13]([C:11](=[O:12])[C:10]([F:28])([F:9])[F:27])[CH2:14]3)=[CH:19][CH:18]=2)(=[O:24])=[O:25])=[CH:4][CH:3]=1.